Dataset: Forward reaction prediction with 1.9M reactions from USPTO patents (1976-2016). Task: Predict the product of the given reaction. (1) The product is: [C:11]([O:10][C:9](=[O:15])[NH:8][CH2:7][CH:3]1[CH2:4][CH2:5][CH2:6][N:1]([S:17]([CH3:16])(=[O:19])=[O:18])[CH2:2]1)([CH3:12])([CH3:14])[CH3:13]. Given the reactants [NH:1]1[CH2:6][CH2:5][CH2:4][CH:3]([CH2:7][NH:8][C:9](=[O:15])[O:10][C:11]([CH3:14])([CH3:13])[CH3:12])[CH2:2]1.[CH3:16][S:17](Cl)(=[O:19])=[O:18].C(N(CC)CC)C, predict the reaction product. (2) Given the reactants [Cl:1][C:2]1[CH:7]=[C:6]([N:8]2[CH2:12][CH2:11][C:10]([C:17]3[CH:22]=[C:21]([Cl:23])[CH:20]=[C:19]([Cl:24])[CH:18]=3)([C:13]([F:16])([F:15])[F:14])[CH2:9]2)[CH:5]=[CH:4][C:3]=1[CH2:25][NH2:26].C(N(CC)CC)C.[C:34](Cl)(=[O:36])[CH3:35], predict the reaction product. The product is: [Cl:1][C:2]1[CH:7]=[C:6]([N:8]2[CH2:12][CH2:11][C:10]([C:17]3[CH:18]=[C:19]([Cl:24])[CH:20]=[C:21]([Cl:23])[CH:22]=3)([C:13]([F:15])([F:14])[F:16])[CH2:9]2)[CH:5]=[CH:4][C:3]=1[CH2:25][NH:26][C:34](=[O:36])[CH3:35]. (3) Given the reactants [Cl:1][C:2]1[C:7]([Cl:8])=[CH:6][C:5]([NH:9][CH2:10][C:11]([N:13]2[CH2:18][CH2:17][N:16]([CH:19]3[CH2:22][N:21](C(OC(C)(C)C)=O)[CH2:20]3)[CH2:15][CH2:14]2)=[O:12])=[C:4]([OH:30])[CH:3]=1.Cl.CO, predict the reaction product. The product is: [ClH:1].[Cl:1][C:2]1[C:7]([Cl:8])=[CH:6][C:5]([NH:9][CH2:10][C:11]([N:13]2[CH2:18][CH2:17][N:16]([CH:19]3[CH2:22][NH:21][CH2:20]3)[CH2:15][CH2:14]2)=[O:12])=[C:4]([OH:30])[CH:3]=1. (4) Given the reactants [CH3:1][O:2][C:3]1[CH:4]=[C:5]([C@@H:9]([NH:11][C@H:12]([C:14]2[CH:19]=[CH:18][CH:17]=[CH:16][CH:15]=2)[CH3:13])[CH3:10])[CH:6]=[CH:7][CH:8]=1.CI.S(OC)(O[CH3:26])(=O)=O, predict the reaction product. The product is: [CH3:1][O:2][C:3]1[CH:4]=[C:5]([C@@H:9]([N:11]([CH3:26])[C@H:12]([C:14]2[CH:19]=[CH:18][CH:17]=[CH:16][CH:15]=2)[CH3:13])[CH3:10])[CH:6]=[CH:7][CH:8]=1. (5) Given the reactants [C:1]([C:3]1[CH:4]=[C:5]([C:15]2[O:19][N:18]=[C:17]([C:20]3[CH:37]=[CH:36][C:23]4[CH2:24][CH2:25][N:26](C(OC(C)(C)C)=O)[CH2:27][CH2:28][C:22]=4[CH:21]=3)[N:16]=2)[CH:6]=[CH:7][C:8]=1[N:9]1[CH2:13][CH2:12][CH:11]([F:14])[CH2:10]1)#[N:2].FC(F)(F)C(O)=O, predict the reaction product. The product is: [F:14][CH:11]1[CH2:12][CH2:13][N:9]([C:8]2[CH:7]=[CH:6][C:5]([C:15]3[O:19][N:18]=[C:17]([C:20]4[CH:37]=[CH:36][C:23]5[CH2:24][CH2:25][NH:26][CH2:27][CH2:28][C:22]=5[CH:21]=4)[N:16]=3)=[CH:4][C:3]=2[C:1]#[N:2])[CH2:10]1. (6) The product is: [CH3:7][O:8][C:9](=[O:25])[C:10]1[CH:15]=[C:14]([S@:16]([CH2:17][CH2:18][CH3:19])=[O:5])[N:13]=[C:12]([NH:20][CH:21]([CH2:23][CH3:24])[CH3:22])[CH:11]=1. Given the reactants B(O[O-])=O.[OH2:5].[Na+].[CH3:7][O:8][C:9](=[O:25])[C:10]1[CH:15]=[C:14]([S:16][CH2:17][CH2:18][CH3:19])[N:13]=[C:12]([NH:20][C@H:21]([CH2:23][CH3:24])[CH3:22])[CH:11]=1, predict the reaction product.